Dataset: Full USPTO retrosynthesis dataset with 1.9M reactions from patents (1976-2016). Task: Predict the reactants needed to synthesize the given product. (1) Given the product [F:13][C:12]([F:15])([F:14])[O:11][C:4]1[CH:3]=[C:2]([CH:16]=[CH2:17])[CH:10]=[CH:9][C:5]=1[C:6]([OH:8])=[O:7], predict the reactants needed to synthesize it. The reactants are: Br[C:2]1[CH:10]=[CH:9][C:5]([C:6]([OH:8])=[O:7])=[C:4]([O:11][C:12]([F:15])([F:14])[F:13])[CH:3]=1.[CH:16]([B-](F)(F)F)=[CH2:17].[K+].C(=O)([O-])[O-].[K+].[K+]. (2) Given the product [C:11]([O:10][CH2:9][C@@H:2]([OH:1])[CH2:3][CH2:4][OH:5])([C:18]1[CH:19]=[CH:20][CH:21]=[CH:22][CH:23]=1)([C:24]1[CH:29]=[CH:28][CH:27]=[CH:26][CH:25]=1)[C:12]1[CH:13]=[CH:14][CH:15]=[CH:16][CH:17]=1, predict the reactants needed to synthesize it. The reactants are: [OH:1][C@H:2]([CH2:9][O:10][C:11]([C:24]1[CH:29]=[CH:28][CH:27]=[CH:26][CH:25]=1)([C:18]1[CH:23]=[CH:22][CH:21]=[CH:20][CH:19]=1)[C:12]1[CH:17]=[CH:16][CH:15]=[CH:14][CH:13]=1)[CH2:3][C:4](OCC)=[O:5].[BH4-].[Na+].C(O)(=O)C.